This data is from Forward reaction prediction with 1.9M reactions from USPTO patents (1976-2016). The task is: Predict the product of the given reaction. (1) The product is: [CH3:41][O:40][N:39]([C:31]1[N:30]=[C:29]([NH:28][CH2:25][CH2:26][CH3:27])[N:34]=[C:33]([NH:35][CH2:36][C:37]#[CH:38])[N:32]=1)[CH2:42][C:43]#[CH:44]. Given the reactants ClC1N=C(NNCC#C)N=C(NNCCC)N=1.Cl.CONCC#C.[CH2:25]([NH:28][C:29]1[N:34]=[C:33]([NH:35][CH2:36][CH2:37][CH3:38])[N:32]=[C:31]([N:39]([CH2:42][C:43]#[CH:44])[O:40][CH3:41])[N:30]=1)[CH2:26][CH3:27], predict the reaction product. (2) Given the reactants Cl[C:2]1[N:7]2[N:8]=[CH:9][CH:10]=[C:6]2[N:5]=[C:4]([NH:11][C:12](=[O:23])[C:13]2[CH:18]=[CH:17][C:16]([C:19]([OH:22])([CH3:21])[CH3:20])=[CH:15][CH:14]=2)[CH:3]=1.[CH3:24][O:25][CH2:26][C@H:27]1[CH2:31][CH2:30][CH2:29][NH:28]1, predict the reaction product. The product is: [OH:22][C:19]([C:16]1[CH:17]=[CH:18][C:13]([C:12]([NH:11][C:4]2[CH:3]=[C:2]([N:28]3[CH2:29][CH2:30][CH2:31][C@@H:27]3[CH2:26][O:25][CH3:24])[N:7]3[N:8]=[CH:9][CH:10]=[C:6]3[N:5]=2)=[O:23])=[CH:14][CH:15]=1)([CH3:21])[CH3:20]. (3) Given the reactants [Li][CH2:2][CH2:3][CH2:4][CH3:5].[OH:6][C:7]1[CH:12]=[C:11]([OH:13])[CH:10]=[CH:9][C:8]=1[C:14](=[O:16])[CH3:15].[NH4+].[Cl-].[CH2:19]1COCC1, predict the reaction product. The product is: [OH:6][C:7]1[C:8]([C:14](=[O:16])[CH3:15])=[CH:9][CH:10]=[C:11]2[C:12]=1[CH:2]=[CH:3][C:4]([CH3:5])([CH3:19])[O:13]2. (4) Given the reactants C(Cl)(=O)C(Cl)=O.[CH2:7]([C:11]1[NH:15][N:14]=[C:13]([C:16](O)=[O:17])[C:12]=1[N+:19]([O-:21])=[O:20])[CH:8]([CH3:10])[CH3:9].C[N:23](C)C=O, predict the reaction product. The product is: [CH2:7]([C:11]1[NH:15][N:14]=[C:13]([C:16]([NH2:23])=[O:17])[C:12]=1[N+:19]([O-:21])=[O:20])[CH:8]([CH3:10])[CH3:9]. (5) Given the reactants [S].S(=O)(=O)(O)O.[F:7][B-:8]([F:11])([F:10])[F:9].[CH2:12]([N:16]1[CH:20]=[CH:19][N:18]([CH3:21])[CH2:17]1)[CH2:13][CH2:14][CH3:15], predict the reaction product. The product is: [C:12].[F:7][B-:8]([F:11])([F:10])[F:9].[CH2:12]([N:16]1[CH:20]=[CH:19][N:18]([CH3:21])[CH2:17]1)[CH2:13][CH2:14][CH3:15]. (6) Given the reactants [Cl:1][C:2]1[CH:3]=[C:4]([OH:23])[CH:5]=[CH:6][C:7]=1[CH:8]([CH3:22])[C:9]([C:15]1[CH:20]=[CH:19][N:18]=[C:17]([Cl:21])[CH:16]=1)([OH:14])[C:10]([F:13])([F:12])[F:11].[CH3:24][O:25][C:26](=[O:34])[C:27]1[CH:32]=[CH:31][C:30](Cl)=[N:29][CH:28]=1, predict the reaction product. The product is: [CH3:24][O:25][C:26](=[O:34])[C:27]1[CH:32]=[CH:31][C:30]([O:23][C:4]2[CH:5]=[CH:6][C:7]([CH:8]([CH3:22])[C:9]([C:15]3[CH:20]=[CH:19][N:18]=[C:17]([Cl:21])[CH:16]=3)([OH:14])[C:10]([F:13])([F:12])[F:11])=[C:2]([Cl:1])[CH:3]=2)=[N:29][CH:28]=1. (7) Given the reactants [C:1]([OH:10])(=O)[C:2]1[C:3](=[CH:5][CH:6]=[CH:7][CH:8]=1)[NH2:4].CCN=C=NCCCN(C)C.C1C=CC2N(O)N=NC=2C=1.CCN(C(C)C)C(C)C.[CH3:41][C:42]([NH2:46])([C:44]#[CH:45])[CH3:43], predict the reaction product. The product is: [NH2:4][C:3]1[CH:5]=[CH:6][CH:7]=[CH:8][C:2]=1[C:1]([NH:46][C:42]([CH3:43])([C:44]#[CH:45])[CH3:41])=[O:10]. (8) Given the reactants C(O[CH2:5][C:6]1[C:11]([CH2:12][OH:13])=[C:10]([CH:14]2[CH2:16][CH2:15]2)[N:9]=[C:8]([CH3:17])[C:7]=1[O:18][C:19](=[O:21])[CH3:20])(O)=O, predict the reaction product. The product is: [OH:13][CH2:12][C:11]1[C:6]([CH3:5])=[C:7]([O:18][C:19](=[O:21])[CH3:20])[C:8]([CH3:17])=[N:9][C:10]=1[CH2:14][CH2:15][CH3:16].